Task: Predict the product of the given reaction.. Dataset: Forward reaction prediction with 1.9M reactions from USPTO patents (1976-2016) (1) The product is: [CH2:1]([NH:8][C:15]([C:17]1[S:18][CH:19]=[CH:20][C:21]=1[NH:22][C:23]1[C:24]2[CH:31]=[CH:30][NH:29][C:25]=2[N:26]=[CH:27][N:28]=1)=[O:14])[C:2]1[CH:7]=[CH:6][CH:5]=[CH:4][CH:3]=1. Given the reactants [CH2:1]([NH2:8])[C:2]1[CH:7]=[CH:6][CH:5]=[CH:4][CH:3]=1.C[Al](C)C.C[O:14][C:15]([C:17]1[S:18][CH:19]=[CH:20][C:21]=1[NH:22][C:23]1[C:24]2[CH:31]=[CH:30][NH:29][C:25]=2[N:26]=[CH:27][N:28]=1)=O.O, predict the reaction product. (2) Given the reactants [CH2:1]([O:8][C:9]([N:11]1[CH2:15][CH2:14][C@H:13]2[N:16]([C:20](=[O:27])[C:21]3[CH:26]=[CH:25][CH:24]=[CH:23][CH:22]=3)[CH2:17][C@H:18]([OH:19])[C@@H:12]12)=[O:10])[C:2]1[CH:7]=[CH:6][CH:5]=[CH:4][CH:3]=1.CC(OI1(OC(C)=O)(OC(C)=O)OC(=O)C2C=CC=CC1=2)=O, predict the reaction product. The product is: [CH2:1]([O:8][C:9]([N:11]1[CH2:15][CH2:14][C@H:13]2[N:16]([C:20](=[O:27])[C:21]3[CH:26]=[CH:25][CH:24]=[CH:23][CH:22]=3)[CH2:17][C:18](=[O:19])[C@@H:12]12)=[O:10])[C:2]1[CH:7]=[CH:6][CH:5]=[CH:4][CH:3]=1. (3) Given the reactants [C:1]([NH:8][CH2:9][CH2:10][CH2:11][CH2:12][CH2:13][CH2:14][OH:15])([O:3][C:4]([CH3:7])([CH3:6])[CH3:5])=[O:2].CC1(C)N([O])C(C)(C)CCC1.[K+].[Br-].[O-]Cl.[Na+].[O-]S([O-])(=S)=O.[Na+].[Na+], predict the reaction product. The product is: [O:15]=[CH:14][CH2:13][CH2:12][CH2:11][CH2:10][CH2:9][NH:8][C:1](=[O:2])[O:3][C:4]([CH3:6])([CH3:5])[CH3:7]. (4) Given the reactants F[C:2]1[CH:10]=[CH:9][C:8]([S:11]([CH3:14])(=[O:13])=[O:12])=[CH:7][C:3]=1[C:4]([OH:6])=[O:5].[F:15][C:16]([F:22])([F:21])[C:17]([CH3:20])([OH:19])[CH3:18].C(=O)([O-])[O-].[Cs+].[Cs+].C(O)=O, predict the reaction product. The product is: [CH3:14][S:11]([C:8]1[CH:9]=[CH:10][C:2]([O:19][C:17]([CH3:20])([CH3:18])[C:16]([F:22])([F:21])[F:15])=[C:3]([CH:7]=1)[C:4]([OH:6])=[O:5])(=[O:13])=[O:12]. (5) The product is: [F:30][C:31]1[CH:36]=[C:35]([F:37])[CH:34]=[CH:33][C:32]=1[O:29][CH:8]([C:5]1[CH:4]=[CH:3][C:2]([F:1])=[CH:7][CH:6]=1)[CH2:9][CH2:10][N:11]1[CH2:16][CH2:15][CH:14]([C:17]2[CH:18]=[C:19]([NH:23][C:24](=[O:28])[CH:25]([CH3:26])[CH3:27])[CH:20]=[CH:21][CH:22]=2)[CH2:13][CH2:12]1. Given the reactants [F:1][C:2]1[CH:7]=[CH:6][C:5]([CH:8]([OH:29])[CH2:9][CH2:10][N:11]2[CH2:16][CH2:15][CH:14]([C:17]3[CH:18]=[C:19]([NH:23][C:24](=[O:28])[CH:25]([CH3:27])[CH3:26])[CH:20]=[CH:21][CH:22]=3)[CH2:13][CH2:12]2)=[CH:4][CH:3]=1.[F:30][C:31]1[CH:36]=[C:35]([F:37])[CH:34]=[CH:33][C:32]=1O, predict the reaction product. (6) Given the reactants [CH3:1][O:2][C:3]([C:5]1[C:6](=[O:17])[S:7][C:8]2[C:13]([C:14]=1[OH:15])=[CH:12][CH:11]=[C:10](Br)[CH:9]=2)=[O:4].[N:18]1[CH:23]=[C:22](B(O)O)[CH:21]=[N:20][CH:19]=1.C([O-])([O-])=O.[Na+].[Na+], predict the reaction product. The product is: [CH3:1][O:2][C:3]([C:5]1[C:6](=[O:17])[S:7][C:8]2[C:13]([C:14]=1[OH:15])=[CH:12][CH:11]=[C:10]([C:22]1[CH:23]=[N:18][CH:19]=[N:20][CH:21]=1)[CH:9]=2)=[O:4]. (7) The product is: [Cl:27][C:23]1[CH:24]=[C:25]2[C:20](=[CH:21][CH:22]=1)[NH:19][C:18](=[O:26])[C:17]2=[CH:16][C:12]1[CH:11]=[C:10]2[C:15]([C:7]([C:3]3[CH:2]=[N:1][CH:6]=[CH:5][CH:4]=3)=[N:8][NH:9]2)=[CH:14][CH:13]=1. Given the reactants [N:1]1[CH:6]=[CH:5][CH:4]=[C:3]([C:7]2[C:15]3[C:10](=[CH:11][C:12]([CH:16]=[C:17]4[C:25]5[C:20](=[CH:21][CH:22]=[CH:23][CH:24]=5)[NH:19][C:18]4=[O:26])=[CH:13][CH:14]=3)[NH:9][N:8]=2)[CH:2]=1.[Cl:27]C1C=C2C(=CC=1)NC(=O)C2, predict the reaction product. (8) Given the reactants [F:1][C:2]1([F:13])[O:6][C:5]2[CH:7]=[C:8]([F:12])[C:9](N)=[CH:10][C:4]=2[O:3]1.Cl.N([O-])=O.[Na+].[I-:19].[Na+].S(=O)(O)[O-].[Na+], predict the reaction product. The product is: [F:1][C:2]1([F:13])[O:3][C:4]2[CH:10]=[C:9]([I:19])[C:8]([F:12])=[CH:7][C:5]=2[O:6]1. (9) Given the reactants [N+:1]([C:4]1[CH:9]=[CH:8][C:7]([N:10]2[CH2:15][CH2:14][CH2:13][CH2:12][CH2:11]2)=[CH:6][C:5]=1B1OC(C)(C)C(C)(C)O1)([O-:3])=[O:2].Br[C:26]1[CH:31]=[C:30]([C:32](=[O:41])[CH2:33][CH2:34][C:35]2[CH:40]=[CH:39][CH:38]=[CH:37][CH:36]=2)[CH:29]=[CH:28][N:27]=1.C1C=CC(P(C2C=CC=CC=2)C2C=CC=CC=2)=CC=1, predict the reaction product. The product is: [N+:1]([C:4]1[CH:9]=[CH:8][C:7]([N:10]2[CH2:11][CH2:12][CH2:13][CH2:14][CH2:15]2)=[CH:6][C:5]=1[C:28]1[CH:29]=[C:30]([C:32](=[O:41])[CH2:33][CH2:34][C:35]2[CH:36]=[CH:37][CH:38]=[CH:39][CH:40]=2)[CH:31]=[CH:26][N:27]=1)([O-:3])=[O:2]. (10) Given the reactants [CH3:1]C([O-])(C)C.[K+].C[C@@:8]12[C:24](=O)[CH2:23]C[C@H]1[C@H:20]1[C@@H:11]([C:12]3[CH:13]=[CH:14][C:15](O)=[CH:16][C:17]=3[CH2:18][CH2:19]1)[CH2:10][CH2:9]2.[CH3:27][C:28]([CH3:30])=[O:29], predict the reaction product. The product is: [OH:29][C:28]1[CH:30]=[CH:23][C:24]2[C@@H:20]3[C@H:11]([C@H:12]4[C@@:17]([CH2:18][CH2:19]3)([CH3:16])[C:15](=[CH2:1])[CH2:14][CH2:13]4)[CH2:10][CH2:9][C:8]=2[CH:27]=1.